This data is from Catalyst prediction with 721,799 reactions and 888 catalyst types from USPTO. The task is: Predict which catalyst facilitates the given reaction. (1) Reactant: [I:1][C:2]1[CH:7]=[CH:6][CH:5]=[CH:4][C:3]=1[CH2:8][CH:9]([NH:15][CH3:16])[C:10]([O:12][CH2:13][CH3:14])=[O:11].[C:17]([O:21][C:22]([CH2:24][NH:25][CH:26]([CH2:30][C:31]1[CH:36]=[CH:35][CH:34]=[CH:33][CH:32]=1)[C:27](O)=[O:28])=[O:23])([CH3:20])([CH3:19])[CH3:18].C(N(C(C)C)C(C)C)C.CCN=C=NCCCN(C)C. Product: [C:17]([O:21][C:22]([CH2:24][NH:25][CH:26]([CH2:30][C:31]1[CH:32]=[CH:33][CH:34]=[CH:35][CH:36]=1)[C:27]([CH2:16][NH:15][CH:9]([CH2:8][C:3]1[CH:4]=[CH:5][CH:6]=[CH:7][C:2]=1[I:1])[C:10]([O:12][CH2:13][CH3:14])=[O:11])=[O:28])=[O:23])([CH3:20])([CH3:18])[CH3:19]. The catalyst class is: 1. (2) Reactant: [Cl:1][C:2]1[N:3]([CH2:10][C@:11]2([CH3:14])[CH2:13][O:12]2)[CH:4]=[C:5]([N+:7]([O-:9])=[O:8])[N:6]=1.[NH:15]1[C:24]2[C:19](=[CH:20][CH:21]=[CH:22][CH:23]=2)[CH2:18][CH2:17][CH2:16]1.CN(C=O)C. Product: [Cl:1][C:2]1[N:3]([CH2:10][C@@:11]([CH3:14])([OH:12])[CH2:13][N:15]2[C:24]3[C:19](=[CH:20][CH:21]=[CH:22][CH:23]=3)[CH2:18][CH2:17][CH2:16]2)[CH:4]=[C:5]([N+:7]([O-:9])=[O:8])[N:6]=1. The catalyst class is: 6.